From a dataset of Catalyst prediction with 721,799 reactions and 888 catalyst types from USPTO. Predict which catalyst facilitates the given reaction. (1) Reactant: Cl[C:2]1[C:7]([C:8]#[N:9])=[C:6]([NH:10][CH2:11][CH:12]2[CH2:14][CH2:13]2)[N:5]=[C:4]([NH:15][CH2:16][CH2:17][OH:18])[N:3]=1.[C:19]1([N:25]2[CH2:30][CH2:29][NH:28][CH2:27][CH2:26]2)[CH:24]=[CH:23][CH:22]=[CH:21][CH:20]=1.C(N(C(C)C)C(C)C)C. Product: [CH:12]1([CH2:11][NH:10][C:6]2[C:7]([C:8]#[N:9])=[C:2]([N:28]3[CH2:29][CH2:30][N:25]([C:19]4[CH:24]=[CH:23][CH:22]=[CH:21][CH:20]=4)[CH2:26][CH2:27]3)[N:3]=[C:4]([NH:15][CH2:16][CH2:17][OH:18])[N:5]=2)[CH2:14][CH2:13]1. The catalyst class is: 12. (2) Reactant: Cl.[O:2]=[C:3]1[C:8]([C:9]([O:11][CH3:12])=[O:10])=[CH:7][CH:6]=[CH:5][NH:4]1.[H-].[Na+].[Br:15][C:16]1[CH:23]=[CH:22][C:19]([CH2:20]Br)=[CH:18][CH:17]=1. Product: [Br:15][C:16]1[CH:23]=[CH:22][C:19]([CH2:20][N:4]2[CH:5]=[CH:6][CH:7]=[C:8]([C:9]([O:11][CH3:12])=[O:10])[C:3]2=[O:2])=[CH:18][CH:17]=1. The catalyst class is: 3.